This data is from Retrosynthesis with 50K atom-mapped reactions and 10 reaction types from USPTO. The task is: Predict the reactants needed to synthesize the given product. The reactants are: OC(c1n[nH]c2ncccc12)C1CC1. Given the product O=C(c1n[nH]c2ncccc12)C1CC1, predict the reactants needed to synthesize it.